From a dataset of Reaction yield outcomes from USPTO patents with 853,638 reactions. Predict the reaction yield, written as a fraction of the theoretical maximum amount of product (1.0 means a 100% yield; for example, 0.34 means a 34% yield). (1) The reactants are [O:1]1[C:5]2([CH2:10][CH2:9][C:8](=[O:11])[CH2:7][CH2:6]2)[O:4][CH2:3][CH2:2]1.[BH4-].[Na+]. The catalyst is CO. The product is [O:1]1[C:5]2([CH2:10][CH2:9][CH:8]([OH:11])[CH2:7][CH2:6]2)[O:4][CH2:3][CH2:2]1. The yield is 0.620. (2) The reactants are [F:1][C:2]1[CH:7]=[CH:6][C:5]([C:8]2[N:9]=[C:10]3[C:15]([CH2:16]OC)=[N:14][CH:13]=[CH:12][N:11]3[C:19]=2[C:20]2[CH:25]=[CH:24][N:23]=[C:22](S(C)(=O)=O)[N:21]=2)=[CH:4][CH:3]=1.[NH2:30][CH2:31][C:32]([CH3:36])([CH3:35])[CH2:33][OH:34]. The catalyst is C(#N)C. The product is [F:1][C:2]1[CH:3]=[CH:4][C:5]([C:8]2[N:9]=[C:10]3[C:15]([CH3:16])=[N:14][CH:13]=[CH:12][N:11]3[C:19]=2[C:20]2[CH:25]=[CH:24][N:23]=[C:22]([NH:30][CH2:31][C:32]([CH3:36])([CH3:35])[CH2:33][OH:34])[N:21]=2)=[CH:6][CH:7]=1. The yield is 0.0150. (3) The reactants are [F:1][C:2]1[CH:3]=[C:4]([NH:10][C:11]2[N:16]=[CH:15][C:14]([C@H:17]([N:19]3[CH2:24][CH2:23][N:22](C(OC(C)(C)C)=O)[CH2:21][C@@H:20]3[CH3:32])[CH3:18])=[CH:13][C:12]=2[C:33]2[N:41]=[C:40]([CH3:42])[N:39]=[C:38]3[C:34]=2[N:35]=[CH:36][N:37]3C2CCCCO2)[CH:5]=[N:6][C:7]=1[O:8][CH3:9].FC(F)(F)C(O)=O.F[C:57](F)(F)[S:58](O)(=[O:60])=[O:59].CS(Cl)(=O)=O. The catalyst is C(Cl)Cl.O.[Cl-].[Na+].O. The product is [F:1][C:2]1[CH:3]=[C:4]([NH:10][C:11]2[C:12]([C:33]3[N:41]=[C:40]([CH3:42])[N:39]=[C:38]4[C:34]=3[N:35]=[CH:36][NH:37]4)=[CH:13][C:14]([C@H:17]([N:19]3[CH2:24][CH2:23][N:22]([S:58]([CH3:57])(=[O:60])=[O:59])[CH2:21][C@@H:20]3[CH3:32])[CH3:18])=[CH:15][N:16]=2)[CH:5]=[N:6][C:7]=1[O:8][CH3:9]. The yield is 0.0463. (4) The reactants are C([Mg]Cl)(C)C.Br[C:7]1[CH:12]=[C:11]([F:13])[CH:10]=[C:9]([F:14])[C:8]=1[S:15][CH3:16].C[O:18][B:19](OC)[O:20]C. The catalyst is O1CCCC1. The product is [F:14][C:9]1[C:8]([S:15][CH3:16])=[C:7]([B:19]([OH:20])[OH:18])[CH:12]=[C:11]([F:13])[CH:10]=1. The yield is 0.610. (5) The reactants are [CH2:1]([O:3][C:4](=[O:8])[C@@H:5]1[O:7][CH2:6]1)[CH3:2].[Cl-].[NH4+].[N-:11]=[N+:12]=[N-:13].[Na+]. The catalyst is CN(C=O)C. The product is [CH2:1]([O:3][C:4](=[O:8])[C@H:5]([OH:7])[CH2:6][N:11]=[N+:12]=[N-:13])[CH3:2]. The yield is 0.690. (6) The reactants are [N:1]1([NH:7][C:8]([C:10]2[N:11]=[C:12]([C:23]3[CH:28]=[CH:27][C:26]([Cl:29])=[CH:25][C:24]=3[Cl:30])[N:13]([C:16]3[CH:21]=[CH:20][C:19]([OH:22])=[CH:18][CH:17]=3)[C:14]=2[CH3:15])=[O:9])[CH2:6][CH2:5][CH2:4][CH2:3][CH2:2]1.C(N(CC)CC)C.[CH2:38]([S:42](Cl)(=[O:44])=[O:43])[CH2:39][CH2:40][CH3:41].O. The catalyst is C(Cl)Cl. The product is [Cl:30][C:24]1[CH:25]=[C:26]([Cl:29])[CH:27]=[CH:28][C:23]=1[C:12]1[N:13]([C:16]2[CH:17]=[CH:18][C:19]([O:22][S:42]([CH2:38][CH2:39][CH2:40][CH3:41])(=[O:44])=[O:43])=[CH:20][CH:21]=2)[C:14]([CH3:15])=[C:10]([C:8](=[O:9])[NH:7][N:1]2[CH2:6][CH2:5][CH2:4][CH2:3][CH2:2]2)[N:11]=1. The yield is 0.570. (7) The reactants are [C:1]([O:5][C:6]([C:8]1[CH:13]=[CH:12][C:11]([O:14][C:15]2[CH:20]=[CH:19][C:18]([NH2:21])=[CH:17][CH:16]=2)=[CH:10][N:9]=1)=[O:7])([CH3:4])([CH3:3])[CH3:2].[OH-].[Na+].[CH3:24][C:25]([O:28][C:29](O[C:29]([O:28][C:25]([CH3:27])([CH3:26])[CH3:24])=[O:30])=[O:30])([CH3:27])[CH3:26]. The catalyst is C1COCC1. The product is [C:1]([O:5][C:6]([C:8]1[CH:13]=[CH:12][C:11]([O:14][C:15]2[CH:16]=[CH:17][C:18]([NH:21][C:29]([O:28][C:25]([CH3:27])([CH3:26])[CH3:24])=[O:30])=[CH:19][CH:20]=2)=[CH:10][N:9]=1)=[O:7])([CH3:4])([CH3:2])[CH3:3]. The yield is 0.890.